From a dataset of CYP1A2 inhibition data for predicting drug metabolism from PubChem BioAssay. Regression/Classification. Given a drug SMILES string, predict its absorption, distribution, metabolism, or excretion properties. Task type varies by dataset: regression for continuous measurements (e.g., permeability, clearance, half-life) or binary classification for categorical outcomes (e.g., BBB penetration, CYP inhibition). Dataset: cyp1a2_veith. (1) The molecule is CC(=O)N(NC(=O)c1ccccc1Cl)C1CC(=O)N(c2ccc(C)cc2)C1=O. The result is 0 (non-inhibitor). (2) The compound is FC(F)(F)c1ccccc1-c1ccc2ncnc(NC3CC3)c2c1. The result is 1 (inhibitor). (3) The compound is Cc1c(C)c2c(c(C)c1O)CC[C@@](C)(CCC[C@@H](C)CCC[C@@H](C)CCCC(C)C)O2. The result is 0 (non-inhibitor). (4) The drug is Cc1sc2ccccc2[n+]1CCC(=O)O. The result is 0 (non-inhibitor). (5) The drug is COc1cccc([C@H]2Oc3ccc(OC)cc3/C(=N\OC[C@@H](O)[C@@H]3O[C@@H]4OC(C)(C)O[C@@H]4[C@H]3O)[C@@H]2O)c1. The result is 0 (non-inhibitor).